Dataset: Experimentally validated miRNA-target interactions with 360,000+ pairs, plus equal number of negative samples. Task: Binary Classification. Given a miRNA mature sequence and a target amino acid sequence, predict their likelihood of interaction. (1) The miRNA is rno-miR-292-5p with sequence ACUCAAACUGGGGGCUCUUUUG. The protein sequence of the target gene is MADRRRQRASQDTEDEESGASGSDSGGSPLRGGGSCSGSAGGGGSGSLPSQRGGRTGALHLRRVESGGAKSAEESECESEDGIEGDAVLSDYESAEDSEGEEGEYSEEENSKVELKSEANDAVNSSTKEEKGEEKPDTKSTVTGERQSGDGQESTEPVENKVGKKGPKHLDDDEDRKNPAYIPRKGLFFEHDLRGQTQEEEVRPKGRQRKLWKDEGRWEHDKFREDEQAPKSRQELIALYGYDIRSAHNPDDIKPRRIRKPRYGSPPQRDPNWNGERLNKSHRHQGLGGTLPPRTFINRN.... Result: 0 (no interaction). (2) The miRNA is hsa-miR-6721-5p with sequence UGGGCAGGGGCUUAUUGUAGGAG. The protein sequence of the target gene is MEDEDKTAECQHSKPPTGITHEAPPHHELQEERVMSLRGTDRSEPTEGSNLLTSGEKKPQDSPTEPNGLQSLRRFLACPPRGCLARVITNGTMVVLLWAMVWSVTGPECLPGGNLFGIIILFYCSITGGKLFGLIKFPTLPPLPPLLGMLLAGFLLRNIPVINDSVRIQHKWSSSLRSIALSVILVRAGLGLDSKALRKLKGVCVRLAMGPCIVEACASAILSHFLMGLPWQWGFILGFVVGAVSPAVVVPSMLLLQEGGYGVGKGIPTLLMAAGSFDDILAITGFNTCLGVAFSTGSTV.... Result: 0 (no interaction). (3) The miRNA is hsa-miR-4477b with sequence AUUAAGGACAUUUGUGAUUGAU. The protein sequence of the target gene is MMQESATETISNSSMNQNGMSTLSSQLDAGSRDGRSSGDTSSEVSTVELLHLQQQQALQAARQLLLQQQTSGLKSPKSSEKQRPLQVPVSVAMMTPQVITPQQMQQILQQQVLSPQQLQALLQQQQAVMLQQQQLQEFYKKQQEQLHLQLLQQQQQQQQQQQQQQQQQQQQQQQQQQQQQQQQQQQQQQQQHPGKQAKEQQQQQQQQQLAAQQLVFQQQLLQMQQLQQQQHLLSLQRQGLISIPPGQAALPVQSLPQAGLSPAEIQQLWKEVTGVHSMEDNGIKHGGLDLTTNNSSSTTS.... Result: 0 (no interaction). (4) The miRNA is hsa-miR-4293 with sequence CAGCCUGACAGGAACAG. The protein sequence of the target gene is MSAAPAYSEDKGGSAGPGEPEYGHDPASGGIFSSDYKRHDDLKEMLDTNKDSLKLEAMKRIVAMIARGKNASDLFPAVVKNVACKNIEVKKLVYVYLVRYAEEQQDLALLSISTFQRGLKDPNQLIRASALRVLSSIRVPIIVPIMMLAIKEAASDMSPYVRKTAAHAIPKLYSLDSDQKDQLIEVIEKLLADKTTLVAGSVVMAFEEVCPERIDLIHKNYRKLCNLLIDVEEWGQVVIISMLTRYARTQFLSPTQNESLLEENAEKAFYGSEEDEAKGAGSEETAAAAAPSRKPYVMDP.... Result: 1 (interaction). (5) The protein sequence of the target gene is MKALDEPPYLTVGTDVSAKYRGAFCEAKIKTAKRLVKVKVTFRHDSSTVEVQDDHIKGPLKVGAIVEVKNLDGAYQEAVINKLTDASWYTVVFDDGDEKTLRRSSLCLKGERHFAESETLDQLPLTNPEHFGTPVIGKKTNRGRRSNHIPEEESSSSSSDDDEEERKQTDELLGKVVCVDYVSLEKKKAMWFPALVVCPDCSDEIAVKKDNILVRSFKDGKFTSVPRKDVHEITSDTVPKPDAVLKQAFDQALEFHKSRAIPANWKTELKEDSSSSEAEEEEEEEDDEKEKEDNSSEEEE.... Result: 1 (interaction). The miRNA is mmu-miR-3572-3p with sequence UACACUUGUCCUUCUUUCCCCAG. (6) The miRNA is hsa-miR-3682-3p with sequence UGAUGAUACAGGUGGAGGUAG. The protein sequence of the target gene is MAAVAVLRNDSLQAFLQDRTPSASPDLGKHSPLALLAATCSRIGQPGAAAAPDFLQVPYDPALGSPSRLFHPWTADMPAHSPGALPPPHPSLGLTPQKTHLQPSFGAAHELPLTPPADPSYPYEFSPVKMLPSSMAALPASCAPAYVPYAAQAALPPGYSNLLPPPPPPPPPPTCRQLSPAPAPDDLPWWSIPQSGAGPGSSGVPGTSLSSACAGPPHAPRFPASAAAAAAAAAALQRGLVLGPSDFAQYQSQIAALLQTKAPLAATARRCRRCRCPNCQAAGGAPEAEPGKKKQHVCHV.... Result: 0 (no interaction).